This data is from Forward reaction prediction with 1.9M reactions from USPTO patents (1976-2016). The task is: Predict the product of the given reaction. (1) Given the reactants [NH2:1][C:2]1[CH:7]=[CH:6][CH:5]=[CH:4][C:3]=1[NH:8][C:9](=[O:28])[C:10]1[CH:15]=[CH:14][C:13]([CH2:16][N:17]2[CH2:25][C:24]3[C:19](=[CH:20][CH:21]=[C:22](Br)[CH:23]=3)[C:18]2=[O:27])=[CH:12][CH:11]=1.[F:29][C:30]([F:41])([F:40])[C:31]1[CH:36]=[CH:35][C:34](B(O)O)=[CH:33][CH:32]=1, predict the reaction product. The product is: [NH2:1][C:2]1[CH:7]=[CH:6][CH:5]=[CH:4][C:3]=1[NH:8][C:9](=[O:28])[C:10]1[CH:15]=[CH:14][C:13]([CH2:16][N:17]2[CH2:25][C:24]3[C:19](=[CH:20][CH:21]=[C:22]([C:34]4[CH:35]=[CH:36][C:31]([C:30]([F:41])([F:40])[F:29])=[CH:32][CH:33]=4)[CH:23]=3)[C:18]2=[O:27])=[CH:12][CH:11]=1. (2) Given the reactants [CH3:1][C:2]1[CH:7]=[CH:6][CH:5]=[CH:4][C:3]=1[C:8]1[Se:12][C:11]([NH2:13])=[N:10][CH:9]=1.F[C:15]1[CH:23]=[CH:22][CH:21]=[CH:20][C:16]=1[C:17](Cl)=[O:18].CN(C1C=CC=CN=1)C.C(N(CC)C(C)C)(C)C.C(Cl)[Cl:43], predict the reaction product. The product is: [Cl:43][C:15]1[CH:23]=[CH:22][CH:21]=[CH:20][C:16]=1[C:17]([NH:13][C:11]1[Se:12][C:8]([C:3]2[CH:4]=[CH:5][CH:6]=[CH:7][C:2]=2[CH3:1])=[CH:9][N:10]=1)=[O:18]. (3) Given the reactants Br[C:2]1[CH:7]=[CH:6][CH:5]=[C:4]([CH2:8][F:9])[N:3]=1.[N:10]1[NH:11][N:12]=[C:13]2[CH:18]=[CH:17][CH:16]=[CH:15][C:14]=12, predict the reaction product. The product is: [F:9][CH2:8][C:4]1[N:3]=[C:2]([C:8]#[C:4][CH2:5][CH2:6][N:11]2[N:12]=[C:13]3[CH:18]=[CH:17][CH:16]=[CH:15][C:14]3=[N:10]2)[CH:7]=[CH:6][CH:5]=1. (4) Given the reactants [C:1]([NH:5][C:6]1[C:11]([C:12]([O:14]CC)=[O:13])=[CH:10][N:9]=[C:8]([C:17]([F:20])([F:19])[F:18])[N:7]=1)([CH3:4])([CH3:3])[CH3:2].[OH-].[Na+], predict the reaction product. The product is: [C:1]([NH:5][C:6]1[C:11]([C:12]([OH:14])=[O:13])=[CH:10][N:9]=[C:8]([C:17]([F:20])([F:19])[F:18])[N:7]=1)([CH3:4])([CH3:2])[CH3:3]. (5) Given the reactants [F:1][C:2]([F:53])([F:52])[C:3]1[CH:4]=[C:5]([CH:45]=[C:46]([C:48]([F:51])([F:50])[F:49])[CH:47]=1)[CH2:6][N:7]([CH2:23][C:24]1[CH:29]=[C:28]([C:30]([F:33])([F:32])[F:31])[CH:27]=[CH:26][C:25]=1[C:34]1[C:39]([O:40][CH3:41])=[CH:38][CH:37]=[C:36]([CH:42]([CH3:44])[CH3:43])[N:35]=1)[C:8]1[N:13]=[CH:12][C:11]([O:14][CH2:15][CH2:16][CH2:17][C:18]([O:20]CC)=[O:19])=[CH:10][N:9]=1.[OH-].[Na+].Cl.C(OCC)(=O)C, predict the reaction product. The product is: [F:53][C:2]([F:1])([F:52])[C:3]1[CH:4]=[C:5]([CH:45]=[C:46]([C:48]([F:51])([F:50])[F:49])[CH:47]=1)[CH2:6][N:7]([CH2:23][C:24]1[CH:29]=[C:28]([C:30]([F:33])([F:31])[F:32])[CH:27]=[CH:26][C:25]=1[C:34]1[C:39]([O:40][CH3:41])=[CH:38][CH:37]=[C:36]([CH:42]([CH3:44])[CH3:43])[N:35]=1)[C:8]1[N:9]=[CH:10][C:11]([O:14][CH2:15][CH2:16][CH2:17][C:18]([OH:20])=[O:19])=[CH:12][N:13]=1. (6) Given the reactants [Cl:1][C:2]1[N:7]=[C:6](Cl)[C:5]([CH2:9][C:10]([O:12][CH2:13][CH3:14])=[O:11])=[C:4]([Cl:15])[N:3]=1.[CH3:16][O:17][C:18]1[CH:25]=[CH:24][C:21]([CH2:22][NH2:23])=[CH:20][CH:19]=1.CCN(C(C)C)C(C)C, predict the reaction product. The product is: [Cl:1][C:2]1[N:3]=[C:4]([Cl:15])[C:5]([CH2:9][C:10]([O:12][CH2:13][CH3:14])=[O:11])=[C:6]([NH:23][CH2:22][C:21]2[CH:24]=[CH:25][C:18]([O:17][CH3:16])=[CH:19][CH:20]=2)[N:7]=1.